Predict the reactants needed to synthesize the given product. From a dataset of Full USPTO retrosynthesis dataset with 1.9M reactions from patents (1976-2016). (1) Given the product [F:20][C:17]1[CH:16]=[CH:15][C:14]([CH2:13][N:10]([O:11][CH3:12])[C:8](=[O:9])[CH:7]=[C:5]([OH:6])[C:4]([NH:24][S:23]([C:27]2[CH:28]=[CH:29][C:30]([NH:33][C:34](=[O:36])[CH3:35])=[CH:31][CH:32]=2)(=[O:25])=[O:26])=[O:21])=[CH:19][CH:18]=1, predict the reactants needed to synthesize it. The reactants are: CC1(C)[O:6][C:5](=[CH:7][C:8]([N:10]([CH2:13][C:14]2[CH:19]=[CH:18][C:17]([F:20])=[CH:16][CH:15]=2)[O:11][CH3:12])=[O:9])[C:4](=[O:21])O1.[S:23]([C:27]1[CH:32]=[CH:31][C:30]([NH:33][C:34](=[O:36])[CH3:35])=[CH:29][CH:28]=1)(=[O:26])(=[O:25])[NH2:24]. (2) Given the product [N+:1]([C:4]1[CH:5]=[C:10]2[CH:11]([NH:14][C:15](=[O:24])[CH2:28][CH3:33])[CH2:12][O:13][CH2:6][C:7]2=[N:8][CH:9]=1)([O-:3])=[O:2], predict the reactants needed to synthesize it. The reactants are: [N+:1]([C:4]1[CH:5]=[C:6]2[O:13][CH2:12][CH:11]([NH:14][C:15](=[O:24])OCC3C=CC=CC=3)[CH2:10][C:7]2=[N:8][CH:9]=1)([O-:3])=[O:2].[N+]([C:28]1C=C2C(NC(=O)OCC3C=CC=CC=3)COCC2=N[CH:33]=1)([O-])=O.Br.C(Cl)(=O)CC.C(N(CC)CC)C. (3) Given the product [CH:1]1[C:12]2[CH2:11][CH2:10][C:9]3[CH:13]=[CH:14][CH:15]=[CH:16][C:8]=3[CH2:7][NH:6][C:5]=2[CH:4]=[CH:3][CH:2]=1, predict the reactants needed to synthesize it. The reactants are: [CH:1]1[C:12]2[CH2:11][CH2:10][C:9]3[CH:13]=[CH:14][CH:15]=[CH:16][C:8]=3[C:7](=O)[NH:6][C:5]=2[CH:4]=[CH:3][CH:2]=1.[H-].[H-].[H-].[H-].[Li+].[Al+3]. (4) Given the product [NH2:23][CH2:6][CH:7]([NH:15][C:16](=[O:17])[O:18][C:19]([CH3:22])([CH3:21])[CH3:20])[C:8]1[CH:13]=[CH:12][C:11]([Cl:14])=[CH:10][CH:9]=1, predict the reactants needed to synthesize it. The reactants are: CS(O[CH2:6][CH:7]([NH:15][C:16]([O:18][C:19]([CH3:22])([CH3:21])[CH3:20])=[O:17])[C:8]1[CH:13]=[CH:12][C:11]([Cl:14])=[CH:10][CH:9]=1)(=O)=O.[N-:23]=[N+]=[N-].[Na+].C(O)C. (5) Given the product [CH3:12][C:5]1[C:6]([C:8]([O:10][CH3:11])=[O:9])=[N:7][CH:2]=[C:3]([CH2:13][CH2:14][CH3:15])[N:4]=1, predict the reactants needed to synthesize it. The reactants are: Cl[C:2]1[N:7]=[C:6]([C:8]([O:10][CH3:11])=[O:9])[C:5]([CH3:12])=[N:4][C:3]=1[CH2:13][CH2:14][CH3:15].C(N(CC)CC)C.